From a dataset of Full USPTO retrosynthesis dataset with 1.9M reactions from patents (1976-2016). Predict the reactants needed to synthesize the given product. (1) Given the product [N+:33]([O:35][CH2:36][CH2:37][CH2:38][CH2:39][CH2:40][CH2:41][O:29][C:28](=[O:30])[C:27]([CH3:32])([CH3:31])[CH2:26][C:7]1[N:8]([CH2:18][C:19]2[CH:20]=[CH:21][C:22]([Cl:25])=[CH:23][CH:24]=2)[C:9]2[C:14]([C:6]=1[S:5][C:1]([CH3:2])([CH3:3])[CH3:4])=[CH:13][C:12]([CH:15]([CH3:17])[CH3:16])=[CH:11][CH:10]=2)([O-:43])=[O:34], predict the reactants needed to synthesize it. The reactants are: [C:1]([S:5][C:6]1[C:14]2[C:9](=[CH:10][CH:11]=[C:12]([CH:15]([CH3:17])[CH3:16])[CH:13]=2)[N:8]([CH2:18][C:19]2[CH:24]=[CH:23][C:22]([Cl:25])=[CH:21][CH:20]=2)[C:7]=1[CH2:26][C:27]([CH3:32])([CH3:31])[C:28]([OH:30])=[O:29])([CH3:4])([CH3:3])[CH3:2].[N+:33]([O-:43])([O:35][CH2:36][CH2:37][CH2:38][CH2:39][CH2:40][CH2:41]Br)=[O:34].O. (2) Given the product [C:1]([O:5][C:6]([N:8]1[CH2:13][CH2:12][CH:11]([CH2:14][C:15]2[CH:20]=[CH:19][CH:18]=[CH:17][C:16]=2[C:21]([O:23][CH3:24])=[O:22])[CH2:10][CH2:9]1)=[O:7])([CH3:3])([CH3:4])[CH3:2], predict the reactants needed to synthesize it. The reactants are: [C:1]([O:5][C:6]([N:8]1[CH2:13][CH2:12][C:11](=[CH:14][C:15]2[CH:20]=[CH:19][CH:18]=[CH:17][C:16]=2[C:21]([O:23][CH3:24])=[O:22])[CH2:10][CH2:9]1)=[O:7])([CH3:4])([CH3:3])[CH3:2].